From a dataset of NCI-60 drug combinations with 297,098 pairs across 59 cell lines. Regression. Given two drug SMILES strings and cell line genomic features, predict the synergy score measuring deviation from expected non-interaction effect. (1) Drug 1: C1CCC(CC1)NC(=O)N(CCCl)N=O. Drug 2: C1CCC(C(C1)N)N.C(=O)(C(=O)[O-])[O-].[Pt+4]. Cell line: TK-10. Synergy scores: CSS=12.2, Synergy_ZIP=-4.35, Synergy_Bliss=-0.911, Synergy_Loewe=-2.73, Synergy_HSA=-0.0233. (2) Drug 1: CC1=CC2C(CCC3(C2CCC3(C(=O)C)OC(=O)C)C)C4(C1=CC(=O)CC4)C. Drug 2: CN(C)C1=NC(=NC(=N1)N(C)C)N(C)C. Cell line: SNB-19. Synergy scores: CSS=0.172, Synergy_ZIP=9.25, Synergy_Bliss=11.4, Synergy_Loewe=2.36, Synergy_HSA=3.07.